Task: Predict the reaction yield, written as a fraction of the theoretical maximum amount of product (1.0 means a 100% yield; for example, 0.34 means a 34% yield).. Dataset: Reaction yield outcomes from USPTO patents with 853,638 reactions (1) The reactants are IC.[Br:3][C:4]1[C:5]([Cl:23])=[C:6]([N:10]2[C:19](=[O:20])[C:18]3[C:13](=[C:14]([F:21])[CH:15]=[CH:16][CH:17]=3)[NH:12][C:11]2=[O:22])[CH:7]=[CH:8][CH:9]=1.[CH3:24]N(C=O)C.C([O-])([O-])=O.[Cs+].[Cs+]. The catalyst is CCOC(C)=O. The product is [Br:3][C:4]1[C:5]([Cl:23])=[C:6]([N:10]2[C:19](=[O:20])[C:18]3[C:13](=[C:14]([F:21])[CH:15]=[CH:16][CH:17]=3)[N:12]([CH3:24])[C:11]2=[O:22])[CH:7]=[CH:8][CH:9]=1. The yield is 0.900. (2) The reactants are [I:1][CH2:2][CH2:3][OH:4].N1C=CN=C1.[Si:10](Cl)([C:13]([CH3:16])([CH3:15])[CH3:14])([CH3:12])[CH3:11].O. The catalyst is CN(C)C=O. The product is [C:13]([Si:10]([O:4][CH2:3][CH2:2][I:1])([CH3:12])[CH3:11])([CH3:16])([CH3:15])[CH3:14]. The yield is 0.900. (3) The reactants are C(=O)(O)[O-].[Na+].[OH:6][CH:7]1[CH2:12][CH2:11][NH:10][CH2:9][CH2:8]1.[N:13]#[C:14]Br. The catalyst is O.ClCCl. The product is [OH:6][CH:7]1[CH2:12][CH2:11][N:10]([C:14]#[N:13])[CH2:9][CH2:8]1. The yield is 0.840. (4) The reactants are Cl[C:2]1[CH:7]=[N:6][CH:5]=[C:4]([O:8][CH3:9])[N:3]=1.[CH:10]([C:12]1[CH:13]=[C:14](B(O)O)[CH:15]=[CH:16][CH:17]=1)=[O:11]. No catalyst specified. The product is [CH3:9][O:8][C:4]1[N:3]=[C:2]([C:16]2[CH:17]=[C:12]([CH:13]=[CH:14][CH:15]=2)[CH:10]=[O:11])[CH:7]=[N:6][CH:5]=1. The yield is 0.0900. (5) The reactants are [C:1]([CH:3]([C:12]1[CH:17]=[CH:16][C:15]([F:18])=[CH:14][CH:13]=1)[CH2:4][C:5](OC(C)(C)C)=[O:6])#[N:2].C1COCC1.Cl. The catalyst is O. The product is [NH2:2][CH2:1][CH:3]([C:12]1[CH:13]=[CH:14][C:15]([F:18])=[CH:16][CH:17]=1)[CH2:4][CH2:5][OH:6]. The yield is 0.500. (6) The reactants are [C:1]([O:5][C:6]([N:8]1[CH:14]2[CH2:15][CH2:16][CH:9]1[CH2:10][N:11]([C:18]1[CH:19]=[N:20][C:21]([NH2:24])=[CH:22][CH:23]=1)[C:12](=[O:17])[CH2:13]2)=[O:7])([CH3:4])([CH3:3])[CH3:2].Cl[C:26]1[N:27]=[CH:28][C:29]2[CH:34]=[C:33]([C:35]([N:37]([CH3:39])[CH3:38])=[O:36])[N:32]([CH:40]3[CH2:44][CH2:43][CH2:42][CH2:41]3)[C:30]=2[N:31]=1. The catalyst is CO.C(OCC)(=O)C. The product is [C:1]([O:5][C:6]([N:8]1[CH:14]2[CH2:15][CH2:16][CH:9]1[CH2:10][N:11]([C:18]1[CH:19]=[N:20][C:21]([NH:24][C:26]3[N:27]=[CH:28][C:29]4[CH:34]=[C:33]([C:35](=[O:36])[N:37]([CH3:38])[CH3:39])[N:32]([CH:40]5[CH2:44][CH2:43][CH2:42][CH2:41]5)[C:30]=4[N:31]=3)=[CH:22][CH:23]=1)[C:12](=[O:17])[CH2:13]2)=[O:7])([CH3:4])([CH3:2])[CH3:3]. The yield is 0.950.